From a dataset of Full USPTO retrosynthesis dataset with 1.9M reactions from patents (1976-2016). Predict the reactants needed to synthesize the given product. (1) Given the product [CH2:15]([N:7]1[CH:11]=[CH:10][CH:9]=[C:8]1[CH:12]=[C:5]([C:2]([O:26][CH3:25])=[O:4])[CH2:18][C:17]([OH:20])=[O:19])[CH3:16], predict the reactants needed to synthesize it. The reactants are: C[C:2]([CH3:5])([O-:4])C.[K+].[NH:7]1[CH:11]=[CH:10][CH:9]=[C:8]1[CH:12]=O.I[CH2:15][CH3:16].[C:17]([O:20]CC)(=[O:19])[CH3:18].C1C[O:26][CH2:25]C1. (2) Given the product [CH3:21][C:22]1[CH:23]=[CH:24][C:25](=[O:28])[N:26]([C:2]2[CH:20]=[CH:19][C:5]3[N:6]=[C:7]([C@H:9]4[CH2:12][C@H:11]([N:13]5[CH2:17][CH2:16][CH2:15][C@@H:14]5[CH3:18])[CH2:10]4)[S:8][C:4]=3[CH:3]=2)[N:27]=1, predict the reactants needed to synthesize it. The reactants are: Br[C:2]1[CH:20]=[CH:19][C:5]2[N:6]=[C:7]([C@H:9]3[CH2:12][C@H:11]([N:13]4[CH2:17][CH2:16][CH2:15][C@H:14]4[CH3:18])[CH2:10]3)[S:8][C:4]=2[CH:3]=1.[CH3:21][C:22]1[CH:23]=[CH:24][C:25](=[O:28])[NH:26][N:27]=1.N1NC(=O)C=CC=1. (3) Given the product [NH2:11][C:9](=[O:10])[C@@H:8]([NH:7][C:1](=[O:4])[CH2:22][CH2:21][C:20]([F:26])([F:25])[F:19])[CH3:12], predict the reactants needed to synthesize it. The reactants are: [C:1](=[O:4])(O)[O-].[Na+].Cl.[NH2:7][C@@H:8]([CH3:12])[C:9]([NH2:11])=[O:10].C(O)C(F)(F)F.[F:19][C:20]([F:26])([F:25])[CH2:21][C:22](Cl)=O.Cl. (4) Given the product [N:1]1([CH:7]2[CH2:12][CH2:11][N:10]([C:13]([C:15]3[CH:16]=[C:17]4[C:21](=[CH:22][CH:23]=3)[N:20]([C:38]3[CH:37]=[N:36][C:35]([Cl:34])=[CH:40][CH:39]=3)[C:19]([C:24]([N:26]3[CH2:31][CH2:30][C:29]([F:33])([F:32])[CH2:28][CH2:27]3)=[O:25])=[CH:18]4)=[O:14])[CH2:9][CH2:8]2)[CH2:2][CH2:3][CH2:4][CH2:5][CH2:6]1, predict the reactants needed to synthesize it. The reactants are: [N:1]1([CH:7]2[CH2:12][CH2:11][N:10]([C:13]([C:15]3[CH:16]=[C:17]4[C:21](=[CH:22][CH:23]=3)[NH:20][C:19]([C:24]([N:26]3[CH2:31][CH2:30][C:29]([F:33])([F:32])[CH2:28][CH2:27]3)=[O:25])=[CH:18]4)=[O:14])[CH2:9][CH2:8]2)[CH2:6][CH2:5][CH2:4][CH2:3][CH2:2]1.[Cl:34][C:35]1[CH:40]=[CH:39][C:38](B(O)O)=[CH:37][N:36]=1.N1C=CC=CC=1.